Dataset: Merck oncology drug combination screen with 23,052 pairs across 39 cell lines. Task: Regression. Given two drug SMILES strings and cell line genomic features, predict the synergy score measuring deviation from expected non-interaction effect. (1) Drug 1: NC(=O)c1cccc2cn(-c3ccc(C4CCCNC4)cc3)nc12. Drug 2: CCc1cnn2c(NCc3ccc[n+]([O-])c3)cc(N3CCCCC3CCO)nc12. Cell line: UWB1289. Synergy scores: synergy=-9.26. (2) Drug 1: CCN(CC)CCNC(=O)c1c(C)[nH]c(C=C2C(=O)Nc3ccc(F)cc32)c1C. Drug 2: C#Cc1cccc(Nc2ncnc3cc(OCCOC)c(OCCOC)cc23)c1. Cell line: OCUBM. Synergy scores: synergy=12.1. (3) Drug 1: C=CCn1c(=O)c2cnc(Nc3ccc(N4CCN(C)CC4)cc3)nc2n1-c1cccc(C(C)(C)O)n1. Drug 2: Cn1c(=O)n(-c2ccc(C(C)(C)C#N)cc2)c2c3cc(-c4cnc5ccccc5c4)ccc3ncc21. Cell line: RKO. Synergy scores: synergy=31.7. (4) Drug 1: O=c1[nH]cc(F)c(=O)[nH]1. Drug 2: CC1(c2nc3c(C(N)=O)cccc3[nH]2)CCCN1. Cell line: CAOV3. Synergy scores: synergy=-5.14. (5) Drug 1: CCC1(O)CC2CN(CCc3c([nH]c4ccccc34)C(C(=O)OC)(c3cc4c(cc3OC)N(C)C3C(O)(C(=O)OC)C(OC(C)=O)C5(CC)C=CCN6CCC43C65)C2)C1. Drug 2: Cc1nc(Nc2ncc(C(=O)Nc3c(C)cccc3Cl)s2)cc(N2CCN(CCO)CC2)n1. Cell line: EFM192B. Synergy scores: synergy=27.4. (6) Drug 1: CN1C(=O)C=CC2(C)C3CCC4(C)C(NC(=O)OCC(F)(F)F)CCC4C3CCC12. Drug 2: O=c1[nH]cc(F)c(=O)[nH]1. Cell line: OV90. Synergy scores: synergy=-9.00. (7) Drug 1: CC1CC2C3CCC4=CC(=O)C=CC4(C)C3(F)C(O)CC2(C)C1(O)C(=O)CO. Drug 2: NC(=O)c1cccc2cn(-c3ccc(C4CCCNC4)cc3)nc12. Cell line: SKMEL30. Synergy scores: synergy=4.92.